This data is from Full USPTO retrosynthesis dataset with 1.9M reactions from patents (1976-2016). The task is: Predict the reactants needed to synthesize the given product. (1) Given the product [CH3:60][CH2:59][CH2:58][CH2:57][CH2:56][CH2:55][CH2:54][CH2:53][CH2:52][CH2:51][CH2:50][CH2:49][N:44]1[CH2:43][CH:42]([CH3:41])[O:47][CH:46]([CH3:48])[CH2:45]1, predict the reactants needed to synthesize it. The reactants are: CN(C(SCN1CCOCC1)=S)C.COC1C=CC(C(C2C=CC(Cl)=CC=2)=CC(N2CCOCC2)=O)=CC=1OC.[CH3:41][CH:42]1[O:47][CH:46]([CH3:48])[CH2:45][N:44]([CH:49]2[CH2:60][CH2:59][CH2:58][CH2:57][CH2:56][CH2:55][CH2:54][CH2:53][CH2:52][CH2:51][CH2:50]2)[CH2:43]1.C[C@H]1O[C@@H](C)CN(CC(CC2C=CC(C(C)(C)C)=CC=2)C)C1.COC1C=CC(/C(/C2C=CC(F)=CC=2)=C\C(N2CCOCC2)=O)=CC=1OC.CCCCCCCCCCCCCN1CC(C)OC(C)C1. (2) Given the product [S:7]1[C:6]([CH2:5][C:4]2[CH:8]=[CH:10][CH:1]=[CH:2][CH:3]=2)=[CH:5][C:4]2[CH2:8][CH2:10][CH2:1][CH2:2][C:3]1=2, predict the reactants needed to synthesize it. The reactants are: [CH2:1]1[CH2:10][C:8](=O)[C:4]2[CH:5]=[CH:6][S:7][C:3]=2[CH2:2]1.O.NN.[OH-].[K+].O. (3) The reactants are: [CH3:1][CH2:2][O:3][C:4]1[CH:9]=[CH:8][CH:7]=[CH:6][C:5]=1[C:10]1[NH:15][C:14](=O)[C:13]2=[C:17]([CH3:23])[N:18]=[C:19]([CH2:20][CH2:21][CH3:22])[N:12]2[N:11]=1.P12(SP3(SP(SP(S3)(S1)=S)(=S)S2)=S)=[S:25].N1C=CC=CC=1. Given the product [CH3:1][CH2:2][O:3][C:4]1[CH:9]=[CH:8][CH:7]=[CH:6][C:5]=1[C:10]1[NH:15][C:14](=[S:25])[C:13]2=[C:17]([CH3:23])[N:18]=[C:19]([CH2:20][CH2:21][CH3:22])[N:12]2[N:11]=1, predict the reactants needed to synthesize it. (4) Given the product [CH2:19]([O:8][C:7](=[O:9])[CH:5]([NH:4][CH2:2][C:3]1[CH:14]=[CH:13][CH:12]=[CH:11][CH:10]=1)[CH3:6])[CH3:20], predict the reactants needed to synthesize it. The reactants are: Cl.[CH2:2]([NH:4][C@H:5]([C:7]([OH:9])=[O:8])[CH3:6])[CH3:3].[CH:10](=O)[C:11]1C=C[CH:14]=[CH:13][CH:12]=1.Cl[CH2:19][CH2:20]Cl.